From a dataset of Forward reaction prediction with 1.9M reactions from USPTO patents (1976-2016). Predict the product of the given reaction. (1) Given the reactants [Cl:1][C:2]1[CH:7]=[CH:6][C:5]([C:8]2[N:12](CC3C=CC(CCC(O)=O)=CC=3)[C:11]3[CH:25]=[C:26]([F:30])[C:27]([F:29])=[CH:28][C:10]=3[N:9]=2)=[C:4]([O:31][CH2:32]C2CCCC2)[CH:3]=1.ClC1C=CC(C2N(CC3C=C(C=CC=3)C(O)=O)C3C=C(F)C(F)=CC=3N=2)=C(OCC2CCCC2)C=1.[CH3:73][O:74][C:75](=[O:85])[CH2:76][C:77]1[CH:82]=[CH:81][C:80]([CH2:83]Br)=[CH:79][CH:78]=1, predict the reaction product. The product is: [CH3:73][O:74][C:75](=[O:85])[CH2:76][C:77]1[CH:78]=[CH:79][C:80]([CH2:83][N:12]2[C:11]3[CH:25]=[C:26]([F:30])[C:27]([F:29])=[CH:28][C:10]=3[N:9]=[C:8]2[C:5]2[CH:6]=[CH:7][C:2]([Cl:1])=[CH:3][C:4]=2[O:31][CH3:32])=[CH:81][CH:82]=1. (2) The product is: [CH2:1]([N:8]1[CH2:12][C@H:11]2[CH2:13][NH:14][C:15](=[O:16])[C@H:10]2[CH2:9]1)[C:2]1[CH:3]=[CH:4][CH:5]=[CH:6][CH:7]=1. Given the reactants [CH2:1]([N:8]1[CH2:12][C@H:11]2[CH2:13][N:14](C(OC(C)(C)C)=O)[C:15](=[O:16])[C@H:10]2[CH2:9]1)[C:2]1[CH:7]=[CH:6][CH:5]=[CH:4][CH:3]=1.FC(F)(F)C(O)=O, predict the reaction product. (3) The product is: [Br:1][C:2]1[C:3]([N:9]([CH:18]2[CH2:22][CH2:21][CH2:20][CH2:19]2)[CH2:10][C:11]([CH3:17])([CH3:16])[C:12]([NH:14][CH3:15])=[O:13])=[N:4][C:5]([NH:23][C:24]2[CH:33]=[CH:32][C:27]([C:28]([O:30][CH3:31])=[O:29])=[CH:26][C:25]=2[O:34][CH3:35])=[N:6][CH:7]=1. Given the reactants [Br:1][C:2]1[C:3]([N:9]([CH:18]2[CH2:22][CH2:21][CH2:20][CH2:19]2)[CH2:10][C:11]([CH3:17])([CH3:16])[C:12]([NH:14][CH3:15])=[O:13])=[N:4][C:5](Cl)=[N:6][CH:7]=1.[NH2:23][C:24]1[CH:33]=[CH:32][C:27]([C:28]([O:30][CH3:31])=[O:29])=[CH:26][C:25]=1[O:34][CH3:35].O.Cl, predict the reaction product.